This data is from Peptide-MHC class I binding affinity with 185,985 pairs from IEDB/IMGT. The task is: Regression. Given a peptide amino acid sequence and an MHC pseudo amino acid sequence, predict their binding affinity value. This is MHC class I binding data. The peptide sequence is EESVYKIL. The MHC is HLA-A02:01 with pseudo-sequence HLA-A02:01. The binding affinity (normalized) is 0.105.